Dataset: Peptide-MHC class I binding affinity with 185,985 pairs from IEDB/IMGT. Task: Regression. Given a peptide amino acid sequence and an MHC pseudo amino acid sequence, predict their binding affinity value. This is MHC class I binding data. (1) The MHC is HLA-A68:01 with pseudo-sequence HLA-A68:01. The peptide sequence is RVIWMDAYK. The binding affinity (normalized) is 1.00. (2) The MHC is HLA-B07:02 with pseudo-sequence HLA-B07:02. The binding affinity (normalized) is 0. The peptide sequence is TVLGLGLSLK. (3) The peptide sequence is TVVLTESTL. The MHC is Patr-B0101 with pseudo-sequence Patr-B0101. The binding affinity (normalized) is 0.0201. (4) The peptide sequence is WLRAMPPRM. The MHC is HLA-B15:02 with pseudo-sequence HLA-B15:02. The binding affinity (normalized) is 0.0847.